From a dataset of Full USPTO retrosynthesis dataset with 1.9M reactions from patents (1976-2016). Predict the reactants needed to synthesize the given product. Given the product [CH2:1]([O:8][C:9]1[CH:10]=[CH:11][C:12]([C:15]2[N:16]([CH:29]3[CH2:34][CH2:33][CH2:32][CH2:31][CH2:30]3)[CH:17]=[C:18](/[CH:20]=[CH:21]/[C:22]([OH:24])=[O:23])[N:19]=2)=[CH:13][CH:14]=1)[C:2]1[CH:3]=[CH:4][CH:5]=[CH:6][CH:7]=1, predict the reactants needed to synthesize it. The reactants are: [CH2:1]([O:8][C:9]1[CH:14]=[CH:13][C:12]([C:15]2[N:16]([CH:29]3[CH2:34][CH2:33][CH2:32][CH2:31][CH2:30]3)[CH:17]=[C:18](/[CH:20]=[CH:21]/[C:22]([O:24]C(C)(C)C)=[O:23])[N:19]=2)=[CH:11][CH:10]=1)[C:2]1[CH:7]=[CH:6][CH:5]=[CH:4][CH:3]=1.FC(F)(F)C(O)=O.